This data is from Forward reaction prediction with 1.9M reactions from USPTO patents (1976-2016). The task is: Predict the product of the given reaction. (1) Given the reactants [CH:1]1([C:4]2[CH:5]=[C:6]([N+:11]([O-])=O)[C:7]([NH2:10])=[N:8][CH:9]=2)[CH2:3][CH2:2]1.[CH2:14]([OH:16])[CH3:15], predict the reaction product. The product is: [CH:1]1([C:4]2[CH:9]=[N:8][C:7]3[N:10]=[CH:15][C:14](=[O:16])[NH:11][C:6]=3[CH:5]=2)[CH2:3][CH2:2]1. (2) Given the reactants [CH3:1][C@@H:2]1[N:7]([CH3:8])[CH2:6][CH2:5][N:4]([CH:9]2[CH2:12][N:11](C(OCC3C=CC=CC=3)=O)[CH2:10]2)[CH2:3]1, predict the reaction product. The product is: [NH:11]1[CH2:12][CH:9]([N:4]2[CH2:5][CH2:6][N:7]([CH3:8])[C@@H:2]([CH3:1])[CH2:3]2)[CH2:10]1. (3) Given the reactants [CH2:1]1[C:5]2([CH2:10][CH2:9][C:8](=[O:11])[CH2:7][CH2:6]2)[CH2:4][CH2:3][NH:2]1.[C:12]([O-:15])([O-])=[O:13].[Na+].[Na+], predict the reaction product. The product is: [O:11]=[C:8]1[CH2:9][CH2:10][C:5]2([CH2:1][N:2]([C:12]([O:15][C:5]([CH3:6])([CH3:1])[CH3:4])=[O:13])[CH2:3][CH2:4]2)[CH2:6][CH2:7]1.